Dataset: Full USPTO retrosynthesis dataset with 1.9M reactions from patents (1976-2016). Task: Predict the reactants needed to synthesize the given product. (1) Given the product [F:14][C:15]1[CH:20]=[C:19]([F:21])[CH:18]=[CH:17][C:16]=1[C:22]1[C:27]([F:28])=[CH:26][N:25]=[C:24]([NH:29][C:30]2[CH:31]=[C:32]([CH2:33][S:34]([CH3:36])(=[NH:37])=[O:35])[CH:40]=[C:41]([F:43])[CH:42]=2)[N:23]=1, predict the reactants needed to synthesize it. The reactants are: C(OC(C(F)(F)F)=O)(C(F)(F)F)=O.[F:14][C:15]1[CH:20]=[C:19]([F:21])[CH:18]=[CH:17][C:16]=1[C:22]1[C:27]([F:28])=[CH:26][N:25]=[C:24]([NH:29][C:30]2[CH:31]=[C:32]([CH:40]=[C:41]([F:43])[CH:42]=2)[CH2:33][S:34](=[N:37]C#N)([CH3:36])=[O:35])[N:23]=1.C(=O)([O-])[O-].[K+].[K+]. (2) Given the product [F:25][C:23]1[CH:24]=[C:19]([CH2:18][C:17]([NH:16][CH:12]([CH2:13][CH2:14][CH3:15])[C:11]([NH:10][C:7]2[CH:8]=[CH:9][C:4]([C:3]([OH:29])=[O:2])=[CH:5][N:6]=2)=[O:28])=[O:27])[CH:20]=[C:21]([F:26])[CH:22]=1, predict the reactants needed to synthesize it. The reactants are: C[O:2][C:3](=[O:29])[C:4]1[CH:9]=[CH:8][C:7]([NH:10][C:11](=[O:28])[CH:12]([NH:16][C:17](=[O:27])[CH2:18][C:19]2[CH:24]=[C:23]([F:25])[CH:22]=[C:21]([F:26])[CH:20]=2)[CH2:13][CH2:14][CH3:15])=[N:6][CH:5]=1.CC(C[AlH]CC(C)C)C. (3) Given the product [C:96]([O:95][C:93]([N:19]1[CH2:20][CH2:21][CH:22]([O:25][C:26]2[CH:50]=[C:49]([N:51]3[CH2:52][CH2:53][CH:54]([OH:57])[CH2:55][CH2:56]3)[CH:48]=[CH:47][C:27]=2[C:28]([NH:30][C:31]2[CH:46]=[CH:45][CH:44]=[CH:43][C:32]=2[C:33]([NH:35][C:36]2[CH:41]=[CH:40][C:39]([Cl:42])=[CH:38][N:37]=2)=[O:34])=[O:29])[CH2:23][CH2:24]1)=[O:94])([CH3:99])([CH3:98])[CH3:97], predict the reactants needed to synthesize it. The reactants are: C(O)(=O)CC(CC(O)=O)(C(O)=O)O.C(O[N:19]1[CH2:24][CH2:23][CH:22]([O:25][C:26]2[CH:50]=[C:49]([N:51]3[CH2:56][CH2:55][CH:54]([OH:57])[CH2:53][CH2:52]3)[CH:48]=[CH:47][C:27]=2[C:28]([NH:30][C:31]2[CH:46]=[CH:45][CH:44]=[CH:43][C:32]=2[C:33]([NH:35][C:36]2[CH:41]=[CH:40][C:39]([Cl:42])=[CH:38][N:37]=2)=[O:34])=[O:29])[CH2:21][C:20]1=C=O)(C)(C)C.FC1C=CC(C(NC2C=CC=CC=2C(NC2C=CC(Cl)=CN=2)=O)=O)=C(OC2CCN([C:93]([O:95][C:96]([CH3:99])([CH3:98])[CH3:97])=[O:94])CC2)C=1.OC1CCNCC1. (4) The reactants are: [F:1][C:2]1[CH:8]=[C:7]([CH3:9])[C:6]([S:10]([CH2:12][C:13]([F:16])([F:15])[F:14])=[O:11])=[CH:5][C:3]=1[NH2:4].C(O)(=O)C.[C:21](/[C:23](=[C:32](/OCC)\[CH3:33])/[C:24]([NH:26][C:27](=O)[O:28]CC)=[O:25])#[N:22]. Given the product [F:1][C:2]1[CH:8]=[C:7]([CH3:9])[C:6]([S:10]([CH2:12][C:13]([F:14])([F:16])[F:15])=[O:11])=[CH:5][C:3]=1[N:4]1[C:32]([CH3:33])=[C:23]([C:21]#[N:22])[C:24](=[O:25])[NH:26][C:27]1=[O:28], predict the reactants needed to synthesize it. (5) The reactants are: Br[C:2]1[S:10][C:9]2[C:8](=[O:11])[NH:7][C:6]([CH3:13])([CH3:12])[NH:5][C:4]=2[CH:3]=1.CC1(C)C(C)(C)OB([C:22]2[CH:27]=[CH:26][N:25]=[C:24]([NH2:28])[CH:23]=2)O1.C(=O)([O-])[O-].[Na+].[Na+]. Given the product [NH2:28][C:24]1[CH:23]=[C:22]([C:2]2[S:10][C:9]3[C:8](=[O:11])[NH:7][C:6]([CH3:13])([CH3:12])[NH:5][C:4]=3[CH:3]=2)[CH:27]=[CH:26][N:25]=1, predict the reactants needed to synthesize it. (6) Given the product [F:1][C:2]1[CH:7]=[C:6]([CH:5]=[CH:4][C:3]=1[CH2:11][CH2:12][OH:13])[NH2:8], predict the reactants needed to synthesize it. The reactants are: [F:1][C:2]1[CH:7]=[C:6]([N+:8]([O-])=O)[CH:5]=[CH:4][C:3]=1[CH3:11].[CH3:12][O-:13].[Na+]. (7) Given the product [Br:10][C:11]1[CH:16]=[CH:15][C:14]([O:17][CH2:8][CH3:9])=[C:13]([CH2:18][CH3:19])[CH:12]=1, predict the reactants needed to synthesize it. The reactants are: C(=O)([O-])[O-].[K+].[K+].I[CH2:8][CH3:9].[Br:10][C:11]1[CH:16]=[CH:15][C:14]([OH:17])=[C:13]([CH2:18][CH3:19])[CH:12]=1.